Dataset: Peptide-MHC class I binding affinity with 185,985 pairs from IEDB/IMGT. Task: Regression. Given a peptide amino acid sequence and an MHC pseudo amino acid sequence, predict their binding affinity value. This is MHC class I binding data. (1) The peptide sequence is RSPAEEREKL. The binding affinity (normalized) is 0.434. The MHC is Mamu-A01 with pseudo-sequence Mamu-A01. (2) The peptide sequence is VSDFRKEFY. The MHC is HLA-A25:01 with pseudo-sequence HLA-A25:01. The binding affinity (normalized) is 0.0847. (3) The peptide sequence is DTEDIVSDSK. The MHC is HLA-A68:01 with pseudo-sequence HLA-A68:01. The binding affinity (normalized) is 0.510. (4) The peptide sequence is CSANNSHHY. The MHC is HLA-A30:01 with pseudo-sequence HLA-A30:01. The binding affinity (normalized) is 0.0124. (5) The peptide sequence is VPAPAGPIV. The MHC is HLA-A26:01 with pseudo-sequence HLA-A26:01. The binding affinity (normalized) is 0. (6) The peptide sequence is LHAVYSIVF. The MHC is HLA-B15:03 with pseudo-sequence HLA-B15:03. The binding affinity (normalized) is 0.799. (7) The peptide sequence is HISWQGPGK. The MHC is HLA-A03:01 with pseudo-sequence HLA-A03:01. The binding affinity (normalized) is 0.502.